Dataset: Catalyst prediction with 721,799 reactions and 888 catalyst types from USPTO. Task: Predict which catalyst facilitates the given reaction. Reactant: [C:1]([O:5][C:6]([C:8]1[C:9]([CH3:42])=[C:10]2[C:14](=[CH:15][CH:16]=1)[C@@H:13]([NH:17][C:18]([C:20]1[N:25]3[N:26]=[CH:27][C:28]([NH2:29])=[C:24]3[N:23]=[C:22]([C:30](=[O:41])[NH:31][CH2:32][C:33]3[CH:38]=[CH:37][C:36]([F:39])=[C:35]([F:40])[CH:34]=3)[CH:21]=1)=[O:19])[CH2:12][CH2:11]2)=[O:7])([CH3:4])([CH3:3])[CH3:2].[C:43]1([N:49]=[C:50]=[O:51])[CH:48]=[CH:47][CH:46]=[CH:45][CH:44]=1. Product: [C:1]([O:5][C:6]([C:8]1[C:9]([CH3:42])=[C:10]2[C:14](=[CH:15][CH:16]=1)[CH:13]([NH:17][C:18]([C:20]1[N:25]3[N:26]=[CH:27][C:28]([NH:29][C:50]([NH:49][C:43]4[CH:48]=[CH:47][CH:46]=[CH:45][CH:44]=4)=[O:51])=[C:24]3[N:23]=[C:22]([C:30](=[O:41])[NH:31][CH2:32][C:33]3[CH:38]=[CH:37][C:36]([F:39])=[C:35]([F:40])[CH:34]=3)[CH:21]=1)=[O:19])[CH2:12][CH2:11]2)=[O:7])([CH3:4])([CH3:3])[CH3:2]. The catalyst class is: 2.